Dataset: Forward reaction prediction with 1.9M reactions from USPTO patents (1976-2016). Task: Predict the product of the given reaction. (1) Given the reactants [NH:1]([C:13]([O:15][C:16]([CH3:19])([CH3:18])[CH3:17])=[O:14])[C@H:2]([C:10]([OH:12])=[O:11])[CH2:3][C:4]1[CH:9]=[CH:8][CH:7]=[CH:6][CH:5]=1.C(=O)([O-])[O-].[K+].[K+].[CH2:26](Cl)[C:27]1[CH:32]=[CH:31][CH:30]=[CH:29][CH:28]=1, predict the reaction product. The product is: [C:16]([O:15][C:13]([NH:1][C@@H:2]([CH2:3][C:4]1[CH:9]=[CH:8][CH:7]=[CH:6][CH:5]=1)[C:10]([O:12][CH2:26][C:27]1[CH:32]=[CH:31][CH:30]=[CH:29][CH:28]=1)=[O:11])=[O:14])([CH3:19])([CH3:18])[CH3:17]. (2) Given the reactants [NH2:1][C:2]1[N:3]=[C:4]([NH:17][CH:18]2[CH2:23][CH2:22][N:21]([S:24]([C:27]3[CH:32]=[CH:31][C:30](F)=[CH:29][CH:28]=3)(=[O:26])=[O:25])[CH2:20][CH2:19]2)[S:5][C:6]=1[C:7]([C:9]1[C:14]([F:15])=[CH:13][CH:12]=[CH:11][C:10]=1[F:16])=[O:8].[CH3:34][C:35]1([CH3:41])[CH2:40][NH:39][CH2:38][CH2:37][NH:36]1, predict the reaction product. The product is: [NH2:1][C:2]1[N:3]=[C:4]([NH:17][CH:18]2[CH2:23][CH2:22][N:21]([S:24]([C:27]3[CH:32]=[CH:31][C:30]([N:39]4[CH2:38][CH2:37][NH:36][C:35]([CH3:41])([CH3:34])[CH2:40]4)=[CH:29][CH:28]=3)(=[O:26])=[O:25])[CH2:20][CH2:19]2)[S:5][C:6]=1[C:7]([C:9]1[C:14]([F:15])=[CH:13][CH:12]=[CH:11][C:10]=1[F:16])=[O:8]. (3) Given the reactants [C:1]1([NH:7][C:8]([C:10]2[C:14](I)=[CH:13][N:12]([CH2:16][C:17]3[CH:22]=[CH:21][C:20]([O:23][CH3:24])=[CH:19][CH:18]=3)[N:11]=2)=[O:9])[CH:6]=[CH:5][CH:4]=[CH:3][CH:2]=1.[C:25](=[O:28])([O-])[O-].[K+].[K+], predict the reaction product. The product is: [C:1]1([NH:7][C:8]([C:10]2[C:14]([C:1]3[CH:6]=[CH:5][CH:4]=[C:3]([CH2:25][OH:28])[CH:2]=3)=[CH:13][N:12]([CH2:16][C:17]3[CH:22]=[CH:21][C:20]([O:23][CH3:24])=[CH:19][CH:18]=3)[N:11]=2)=[O:9])[CH:6]=[CH:5][CH:4]=[CH:3][CH:2]=1.